This data is from Catalyst prediction with 721,799 reactions and 888 catalyst types from USPTO. The task is: Predict which catalyst facilitates the given reaction. (1) Reactant: [C:1]([C:3]1[CH:12]=[CH:11][C:6]([C:7]([O:9]C)=[O:8])=[C:5]([F:13])[CH:4]=1)#[N:2].[OH-].[K+]. Product: [C:1]([C:3]1[CH:12]=[CH:11][C:6]([C:7]([OH:9])=[O:8])=[C:5]([F:13])[CH:4]=1)#[N:2]. The catalyst class is: 40. (2) Reactant: [CH3:1][C:2]1[CH:7]=[C:6]([CH3:8])[CH:5]=[CH:4][C:3]=1[N:9]([CH2:26][CH:27]([CH3:29])[CH3:28])[S:10]([C:13]1[CH:18]=[CH:17][C:16]([CH2:19][CH2:20][CH2:21][C:22]([O:24]C)=[O:23])=[CH:15][CH:14]=1)(=[O:12])=[O:11].[OH-].[Li+]. Product: [CH3:1][C:2]1[CH:7]=[C:6]([CH3:8])[CH:5]=[CH:4][C:3]=1[N:9]([CH2:26][CH:27]([CH3:29])[CH3:28])[S:10]([C:13]1[CH:18]=[CH:17][C:16]([CH2:19][CH2:20][CH2:21][C:22]([OH:24])=[O:23])=[CH:15][CH:14]=1)(=[O:12])=[O:11]. The catalyst class is: 30. (3) Reactant: [NH:1]1[CH2:6][CH2:5][CH2:4][C@H:3]([C:7]([O:9][CH2:10][CH3:11])=[O:8])[CH2:2]1.[C:12](O[C:12]([O:14][C:15]([CH3:18])([CH3:17])[CH3:16])=[O:13])([O:14][C:15]([CH3:18])([CH3:17])[CH3:16])=[O:13]. Product: [N:1]1([C:12]([O:14][C:15]([CH3:18])([CH3:17])[CH3:16])=[O:13])[CH2:6][CH2:5][CH2:4][C@H:3]([C:7]([O:9][CH2:10][CH3:11])=[O:8])[CH2:2]1. The catalyst class is: 2. (4) Reactant: [Br:1][C:2]1[N:7]=[C:6]([CH2:8][OH:9])[CH:5]=[CH:4][CH:3]=1.[CH3:10][C:11]1[CH:16]=[CH:15][C:14]([S:17](Cl)(=[O:19])=[O:18])=[CH:13][CH:12]=1.[NH4+].[Cl-]. Product: [CH3:10][C:11]1[CH:16]=[CH:15][C:14]([S:17]([O:9][CH2:8][C:6]2[CH:5]=[CH:4][CH:3]=[C:2]([Br:1])[N:7]=2)(=[O:19])=[O:18])=[CH:13][CH:12]=1. The catalyst class is: 64. (5) Product: [C:33]([NH:32][C:30]([C:8]1[C:6]2=[N:7][C:2]([C:42]3[C:41]4[C:45](=[CH:46][C:38]([F:37])=[CH:39][CH:40]=4)[NH:44][N:43]=3)=[CH:3][N:4]=[C:5]2[N:10]([C:11]([C:18]2[CH:23]=[CH:22][CH:21]=[CH:20][CH:19]=2)([C:24]2[CH:29]=[CH:28][CH:27]=[CH:26][CH:25]=2)[C:12]2[CH:13]=[CH:14][CH:15]=[CH:16][CH:17]=2)[CH:9]=1)=[O:31])([CH3:35])([CH3:34])[CH3:36]. Reactant: Br[C:2]1[N:7]=[C:6]2[C:8]([C:30]([NH:32][C:33]([CH3:36])([CH3:35])[CH3:34])=[O:31])=[CH:9][N:10]([C:11]([C:24]3[CH:29]=[CH:28][CH:27]=[CH:26][CH:25]=3)([C:18]3[CH:23]=[CH:22][CH:21]=[CH:20][CH:19]=3)[C:12]3[CH:17]=[CH:16][CH:15]=[CH:14][CH:13]=3)[C:5]2=[N:4][CH:3]=1.[F:37][C:38]1[CH:46]=[C:45]2[C:41]([C:42]([Sn](CCCC)(CCCC)CCCC)=[N:43][NH:44]2)=[CH:40][CH:39]=1. The catalyst class is: 441. (6) The catalyst class is: 6. Product: [C:1]([C:3](=[N:8][O:9][CH2:10][CH2:11][CH3:12])[C:4]([O:6][CH3:7])=[O:5])#[N:2]. Reactant: [C:1]([C:3](=[N:8][OH:9])[C:4]([O:6][CH3:7])=[O:5])#[N:2].[CH3:10][CH2:11][CH2:12]Br.C(=O)([O-])[O-].[K+].[K+].CN(C=O)C. (7) Reactant: [CH3:1][C:2]1[CH:7]=[CH:6][C:5]([CH3:8])=[CH:4][C:3]=1[OH:9].[S-:10][C:11]#[N:12].[Na+].[Br-].[Na+].BrBr. Product: [CH3:1][C:2]1[CH:7]=[C:6]([S:10][C:11]#[N:12])[C:5]([CH3:8])=[CH:4][C:3]=1[OH:9]. The catalyst class is: 5.